This data is from Forward reaction prediction with 1.9M reactions from USPTO patents (1976-2016). The task is: Predict the product of the given reaction. (1) Given the reactants [Cl:1][C:2]1[C:7]([NH:8][CH2:9][CH2:10][CH2:11][OH:12])=[CH:6][C:5]([C:13]#[N:14])=[CH:4][C:3]=1[NH:15][C:16]1[N:21]=[C:20]([N:22]([CH:32]2[CH2:34][CH2:33]2)CC2C=CC(OC)=CC=2)[C:19]2=[N:35][CH:36]=[C:37]([C:38]#[N:39])[N:18]2[N:17]=1.CCN(C(C)C)C(C)C.Cl[C:50](Cl)([O:52]C(=O)OC(Cl)(Cl)Cl)Cl.C(O)(C(F)(F)F)=O, predict the reaction product. The product is: [Cl:1][C:2]1[C:7]([N:8]2[CH2:9][CH2:10][CH2:11][O:12][C:50]2=[O:52])=[CH:6][C:5]([C:13]#[N:14])=[CH:4][C:3]=1[NH:15][C:16]1[N:21]=[C:20]([NH:22][CH:32]2[CH2:33][CH2:34]2)[C:19]2=[N:35][CH:36]=[C:37]([C:38]#[N:39])[N:18]2[N:17]=1. (2) Given the reactants [NH2:1][C:2]1[C:7]([C:8]#[N:9])=[C:6]([F:10])[C:5]([Br:11])=[CH:4][CH:3]=1.C([O-])([O-])=O.[Na+].[Na+].Cl[C:19]([O:21][CH2:22][CH3:23])=[O:20], predict the reaction product. The product is: [Br:11][C:5]1[CH:4]=[CH:3][C:2]([NH:1][C:19](=[O:20])[O:21][CH2:22][CH3:23])=[C:7]([C:8]#[N:9])[C:6]=1[F:10]. (3) Given the reactants [C:1]1([Bi:7](C2C=CC=CC=2)[C:8]2[CH:13]=[CH:12][CH:11]=[CH:10][CH:9]=2)[CH:6]=[CH:5][CH:4]=[CH:3][CH:2]=1.[Br:20][Bi](Br)Br, predict the reaction product. The product is: [C:1]1([Bi:7]([Br:20])[C:8]2[CH:13]=[CH:12][CH:11]=[CH:10][CH:9]=2)[CH:6]=[CH:5][CH:4]=[CH:3][CH:2]=1. (4) Given the reactants CC1(C)C(C)(C)OB([C:9]2[CH:10]=[CH:11][C:12]3[O:16][CH:15]=[CH:14][C:13]=3[CH:17]=2)O1.I[C:20]1[C:28]2[C:23](=[N:24][CH:25]=[N:26][C:27]=2[NH2:29])[N:22]([CH:30]([CH3:32])[CH3:31])[N:21]=1.C([O-])([O-])=O.[Na+].[Na+], predict the reaction product. The product is: [O:16]1[C:12]2[CH:11]=[CH:10][C:9]([C:20]3[C:28]4[C:23](=[N:24][CH:25]=[N:26][C:27]=4[NH2:29])[N:22]([CH:30]([CH3:32])[CH3:31])[N:21]=3)=[CH:17][C:13]=2[CH:14]=[CH:15]1. (5) Given the reactants [CH2:1]([O:8][C:9](=[O:13])[NH:10][CH:11]=[CH2:12])[C:2]1[CH:7]=[CH:6][CH:5]=[CH:4][CH:3]=1.C1(C)C=CC=CC=1.N1([CH:30]([NH:33][C:34]2[CH:39]=[CH:38][C:37]([C:40]([F:43])([F:42])[F:41])=[CH:36][CH:35]=2)[CH2:31][CH3:32])C2C=CC=CC=2N=N1.O.C1(C)C=CC(S(O)(=O)=O)=CC=1, predict the reaction product. The product is: [CH2:1]([O:8][C:9](=[O:13])[NH:10][C@H:11]1[C:35]2[C:34](=[CH:39][CH:38]=[C:37]([C:40]([F:41])([F:42])[F:43])[CH:36]=2)[NH:33][C@@H:30]([CH2:31][CH3:32])[CH2:12]1)[C:2]1[CH:7]=[CH:6][CH:5]=[CH:4][CH:3]=1. (6) Given the reactants [NH2:1][C:2]1[N:10]=[CH:9][N:8]=[C:7]2[C:3]=1[N:4]=[CH:5][N:6]2[C@H:11]1[C@@H:15]2[O:16][C:17]([CH3:20])([CH3:19])[O:18][C@@H:14]2[C@@H:13]([CH2:21][N:22]([CH:37]([CH3:39])[CH3:38])[CH2:23][CH2:24][CH2:25][CH2:26][C:27]([O:29]CC2C=CC=CC=2)=[O:28])[O:12]1, predict the reaction product. The product is: [NH2:1][C:2]1[N:10]=[CH:9][N:8]=[C:7]2[C:3]=1[N:4]=[CH:5][N:6]2[C@H:11]1[C@@H:15]2[O:16][C:17]([CH3:20])([CH3:19])[O:18][C@@H:14]2[C@@H:13]([CH2:21][N:22]([CH:37]([CH3:39])[CH3:38])[CH2:23][CH2:24][CH2:25][CH2:26][C:27]([OH:29])=[O:28])[O:12]1. (7) Given the reactants Br[CH2:2][C:3]1[CH:27]=[CH:26][C:6]([C:7]([NH:9][N:10]([C:17]2[C:22]([Cl:23])=[CH:21][N:20]=[C:19]([C:24]#[N:25])[N:18]=2)[CH:11]2[CH2:16][CH2:15][CH2:14][CH2:13][CH2:12]2)=[O:8])=[CH:5][CH:4]=1.[CH3:28][N:29]1[CH2:34][CH2:33][N:32]([CH:35]2[CH2:40][CH2:39][NH:38][CH2:37][CH2:36]2)[CH2:31][CH2:30]1.CCN(C(C)C)C(C)C.CCOC(C)=O, predict the reaction product. The product is: [Cl:23][C:22]1[C:17]([N:10]([CH:11]2[CH2:12][CH2:13][CH2:14][CH2:15][CH2:16]2)[NH:9][C:7](=[O:8])[C:6]2[CH:5]=[CH:4][C:3]([CH2:2][N:38]3[CH2:37][CH2:36][CH:35]([N:32]4[CH2:31][CH2:30][N:29]([CH3:28])[CH2:34][CH2:33]4)[CH2:40][CH2:39]3)=[CH:27][CH:26]=2)=[N:18][C:19]([C:24]#[N:25])=[N:20][CH:21]=1.